This data is from Full USPTO retrosynthesis dataset with 1.9M reactions from patents (1976-2016). The task is: Predict the reactants needed to synthesize the given product. Given the product [OH:17][CH2:16][C:6]1[CH:5]=[C:4]([CH:9]=[C:8]([O:10][C@@H:11]([CH3:15])[CH2:12][O:13][CH3:14])[CH:7]=1)[C:3]([OH:18])=[O:2], predict the reactants needed to synthesize it. The reactants are: C[O:2][C:3](=[O:18])[C:4]1[CH:9]=[C:8]([O:10][C@@H:11]([CH3:15])[CH2:12][O:13][CH3:14])[CH:7]=[C:6]([CH2:16][OH:17])[CH:5]=1.[OH-].[Na+].